From a dataset of TCR-epitope binding with 47,182 pairs between 192 epitopes and 23,139 TCRs. Binary Classification. Given a T-cell receptor sequence (or CDR3 region) and an epitope sequence, predict whether binding occurs between them. The epitope is FLNRFTTTL. The TCR CDR3 sequence is CASSPSRERWDEQYF. Result: 1 (the TCR binds to the epitope).